From a dataset of Reaction yield outcomes from USPTO patents with 853,638 reactions. Predict the reaction yield, written as a fraction of the theoretical maximum amount of product (1.0 means a 100% yield; for example, 0.34 means a 34% yield). The reactants are [CH3:1][C:2]([C:5]1[CH:10]=[CH:9][C:8]([CH2:11][N:12]2[C:17](=[O:18])[CH2:16][C:15](=[O:19])[N:14]([CH2:20][C:21]3[CH:26]=[CH:25][C:24]([C:27]([CH3:30])([CH3:29])[CH3:28])=[CH:23][CH:22]=3)[C:13]2=[O:31])=[CH:7][CH:6]=1)([CH3:4])[CH3:3].C(N(C(C)C)CC)(C)C.[N:41]([CH2:44][C:45]([O:47]CC)=[O:46])=[C:42]=[O:43]. The catalyst is ClCCl. The product is [CH3:28][C:27]([C:24]1[CH:23]=[CH:22][C:21]([CH2:20][N:14]2[C:15]([OH:19])=[C:16]([C:42]([NH:41][CH2:44][C:45]([OH:47])=[O:46])=[O:43])[C:17](=[O:18])[N:12]([CH2:11][C:8]3[CH:7]=[CH:6][C:5]([C:2]([CH3:1])([CH3:3])[CH3:4])=[CH:10][CH:9]=3)[C:13]2=[O:31])=[CH:26][CH:25]=1)([CH3:30])[CH3:29]. The yield is 0.810.